From a dataset of Forward reaction prediction with 1.9M reactions from USPTO patents (1976-2016). Predict the product of the given reaction. (1) Given the reactants [CH3:1][C:2]1[CH:6]=[C:5]([C:7]2[CH:8]=[C:9]([CH2:16][OH:17])[C:10]3[N:11]([N:13]=[CH:14][N:15]=3)[CH:12]=2)[NH:4][N:3]=1.CC(OI1(OC(C)=O)(OC(C)=O)OC(=O)C2C=CC=CC1=2)=O, predict the reaction product. The product is: [CH3:1][C:2]1[CH:6]=[C:5]([C:7]2[CH:8]=[C:9]([CH:16]=[O:17])[C:10]3[N:11]([N:13]=[CH:14][N:15]=3)[CH:12]=2)[NH:4][N:3]=1. (2) Given the reactants Br[C:2]1[N:7]=[C:6]2[N:8]=[C:9]([O:12][CH2:13][C:14]3[CH:19]=[CH:18][C:17]([O:20][CH3:21])=[CH:16][CH:15]=3)[CH:10]=[CH:11][C:5]2=[N:4][CH:3]=1.[CH3:22][O-:23].[Na+], predict the reaction product. The product is: [CH3:22][O:23][C:2]1[N:7]=[C:6]2[N:8]=[C:9]([O:12][CH2:13][C:14]3[CH:19]=[CH:18][C:17]([O:20][CH3:21])=[CH:16][CH:15]=3)[CH:10]=[CH:11][C:5]2=[N:4][CH:3]=1. (3) The product is: [CH3:17][CH:15]1[CH2:16][N:12]([C@@H:7]2[CH2:8][CH2:9][CH2:10][CH2:11][C@H:6]2[C:4]([OH:5])=[O:3])[C:13](=[O:18])[CH2:14]1. Given the reactants C([O:3][C:4]([C@@H:6]1[CH2:11][CH2:10][CH2:9][CH2:8][C@H:7]1[N:12]1[CH2:16][CH:15]([CH3:17])[CH2:14][C:13]1=[O:18])=[O:5])C.[OH-].[Li+].Cl, predict the reaction product. (4) Given the reactants CO[C:3]([C:5]1[CH:10]=[CH:9][C:8]([C:11]2[NH:12][C:13]3[CH:19]=[C:18]([C:20]([OH:22])=[O:21])[CH:17]=[CH:16][C:14]=3[N:15]=2)=[CH:7][CH:6]=1)=[O:4].C1N=CN(C(N2C=NC=C2)=O)C=1.[CH:35]1([NH2:41])[CH2:40][CH2:39][CH2:38][CH2:37][CH2:36]1.O, predict the reaction product. The product is: [CH:35]1([NH:41][C:3]([C:5]2[CH:6]=[CH:7][C:8]([C:11]3[NH:12][C:13]4[CH:19]=[C:18]([C:20]([OH:22])=[O:21])[CH:17]=[CH:16][C:14]=4[N:15]=3)=[CH:9][CH:10]=2)=[O:4])[CH2:40][CH2:39][CH2:38][CH2:37][CH2:36]1. (5) Given the reactants [Si:1]([O:8][C:9]1[CH:10]=[C:11]([CH:14]=[CH:15][CH:16]=1)[CH:12]=O)([C:4]([CH3:7])([CH3:6])[CH3:5])([CH3:3])[CH3:2].Cl.[NH2:18][C@@H:19]([CH3:24])[C:20]([O:22][CH3:23])=[O:21], predict the reaction product. The product is: [Si:1]([O:8][C:9]1[CH:10]=[C:11]([CH:14]=[CH:15][CH:16]=1)[CH2:12][NH:18][C@@H:19]([CH3:24])[C:20]([O:22][CH3:23])=[O:21])([C:4]([CH3:7])([CH3:6])[CH3:5])([CH3:3])[CH3:2].